Dataset: NCI-60 drug combinations with 297,098 pairs across 59 cell lines. Task: Regression. Given two drug SMILES strings and cell line genomic features, predict the synergy score measuring deviation from expected non-interaction effect. (1) Drug 1: CC1CCC2CC(C(=CC=CC=CC(CC(C(=O)C(C(C(=CC(C(=O)CC(OC(=O)C3CCCCN3C(=O)C(=O)C1(O2)O)C(C)CC4CCC(C(C4)OC)OCCO)C)C)O)OC)C)C)C)OC. Drug 2: C#CCC(CC1=CN=C2C(=N1)C(=NC(=N2)N)N)C3=CC=C(C=C3)C(=O)NC(CCC(=O)O)C(=O)O. Cell line: LOX IMVI. Synergy scores: CSS=75.8, Synergy_ZIP=4.69, Synergy_Bliss=0.941, Synergy_Loewe=-0.425, Synergy_HSA=1.06. (2) Drug 1: C1CC(=O)NC(=O)C1N2CC3=C(C2=O)C=CC=C3N. Drug 2: C1=NC(=NC(=O)N1C2C(C(C(O2)CO)O)O)N. Cell line: BT-549. Synergy scores: CSS=10.7, Synergy_ZIP=-3.28, Synergy_Bliss=2.46, Synergy_Loewe=3.44, Synergy_HSA=3.66. (3) Drug 2: CC1=C(N=C(N=C1N)C(CC(=O)N)NCC(C(=O)N)N)C(=O)NC(C(C2=CN=CN2)OC3C(C(C(C(O3)CO)O)O)OC4C(C(C(C(O4)CO)O)OC(=O)N)O)C(=O)NC(C)C(C(C)C(=O)NC(C(C)O)C(=O)NCCC5=NC(=CS5)C6=NC(=CS6)C(=O)NCCC[S+](C)C)O. Drug 1: CCN(CC)CCNC(=O)C1=C(NC(=C1C)C=C2C3=C(C=CC(=C3)F)NC2=O)C. Synergy scores: CSS=21.3, Synergy_ZIP=7.38, Synergy_Bliss=1.32, Synergy_Loewe=-14.2, Synergy_HSA=-0.123. Cell line: A549. (4) Drug 1: C1=CC(=CC=C1CCCC(=O)O)N(CCCl)CCCl. Drug 2: CN1C2=C(C=C(C=C2)N(CCCl)CCCl)N=C1CCCC(=O)O.Cl. Cell line: UACC62. Synergy scores: CSS=22.0, Synergy_ZIP=-10.1, Synergy_Bliss=-5.14, Synergy_Loewe=-5.98, Synergy_HSA=-4.21. (5) Drug 1: CCCS(=O)(=O)NC1=C(C(=C(C=C1)F)C(=O)C2=CNC3=C2C=C(C=N3)C4=CC=C(C=C4)Cl)F. Drug 2: C(=O)(N)NO. Cell line: ACHN. Synergy scores: CSS=16.0, Synergy_ZIP=-6.68, Synergy_Bliss=1.91, Synergy_Loewe=2.74, Synergy_HSA=2.54.